This data is from Forward reaction prediction with 1.9M reactions from USPTO patents (1976-2016). The task is: Predict the product of the given reaction. (1) Given the reactants [O:1]1[CH:3]2[CH2:4][CH:5]([C:7]([O:9][CH3:10])=[O:8])[CH2:6][CH:2]12.C(=O)([O-])[O-:12].[Na+].[Na+].C(=O)([O-])O.[Na+], predict the reaction product. The product is: [OH:1][CH:3]1[CH2:4][CH:5]([C:7]([O:9][CH3:10])=[O:8])[CH2:6][CH:2]1[OH:12]. (2) Given the reactants Br[CH:2]1[C:7](=O)[CH2:6][CH2:5][CH2:4][C:3]1=[O:9].[C:10]([NH2:13])(=[S:12])[CH3:11].[Na+].[Cl-], predict the reaction product. The product is: [CH3:11][C:10]1[S:12][C:2]2[C:3](=[O:9])[CH2:4][CH2:5][CH2:6][C:7]=2[N:13]=1. (3) Given the reactants C(N(C(C)C)CC)(C)C.[Cl:10][C:11]1[CH:19]=[CH:18][C:14]([C:15]([OH:17])=O)=[CH:13][C:12]=1[NH:20][C:21]([C:23]1[C:38](=[O:39])[NH:37][C:26]2[N:27]=[C:28]([N:31]3[CH2:36][CH2:35][CH2:34][CH2:33][CH2:32]3)[N:29]=[CH:30][C:25]=2[CH:24]=1)=[O:22].CN(C(ON1N=NC2C=CC=NC1=2)=[N+](C)C)C.F[P-](F)(F)(F)(F)F.[Cl:64][C:65]1[CH:66]=[C:67]([CH:71]=[CH:72][CH:73]=1)[CH2:68][NH:69][CH3:70], predict the reaction product. The product is: [Cl:10][C:11]1[CH:19]=[CH:18][C:14]([C:15](=[O:17])[N:69]([CH2:68][C:67]2[CH:71]=[CH:72][CH:73]=[C:65]([Cl:64])[CH:66]=2)[CH3:70])=[CH:13][C:12]=1[NH:20][C:21]([C:23]1[C:38](=[O:39])[NH:37][C:26]2[N:27]=[C:28]([N:31]3[CH2:32][CH2:33][CH2:34][CH2:35][CH2:36]3)[N:29]=[CH:30][C:25]=2[CH:24]=1)=[O:22]. (4) Given the reactants [N:1]1([CH:10](O)[CH:11]([OH:13])C)[C:5]2[CH:6]=[CH:7][CH:8]=[CH:9][C:4]=2[N:3]=[CH:2]1.I([O-])(=O)(=O)=O.[Na+], predict the reaction product. The product is: [N:1]1([CH2:10][CH:11]=[O:13])[C:5]2[CH:6]=[CH:7][CH:8]=[CH:9][C:4]=2[N:3]=[CH:2]1. (5) The product is: [I-:38].[CH2:26]([O:25][C:23](=[O:24])[CH2:22][C@@H:21]([NH:20][S:17]([C:14]1[CH:15]=[CH:16][C:11]([CH2:1][CH2:2][CH2:3][CH2:4][CH2:5][CH2:6][CH2:7][CH2:8][CH2:9][CH3:10])=[CH:12][CH:13]=1)(=[O:19])=[O:18])[CH2:33][N+:34]([CH3:37])([CH3:36])[CH3:35])[C:27]1[CH:32]=[CH:31][CH:30]=[CH:29][CH:28]=1. Given the reactants [CH2:1]([C:11]1[CH:16]=[CH:15][C:14]([S:17]([NH:20][C@@H:21]([CH2:33][N:34]([CH3:36])[CH3:35])[CH2:22][C:23]([O:25][CH2:26][C:27]2[CH:32]=[CH:31][CH:30]=[CH:29][CH:28]=2)=[O:24])(=[O:19])=[O:18])=[CH:13][CH:12]=1)[CH2:2][CH2:3][CH2:4][CH2:5][CH2:6][CH2:7][CH2:8][CH2:9][CH3:10].[CH3:37][I:38], predict the reaction product. (6) Given the reactants [Br:1][C:2]1[C:7]2[N:8]([CH3:12])[C:9](=O)[NH:10][C:6]=2[CH:5]=[CH:4][CH:3]=1.[Cl:13][C:14]1[CH:20]=[C:19]([CH3:21])[C:17]([NH2:18])=[C:16]([O:22][CH3:23])[CH:15]=1, predict the reaction product. The product is: [Br:1][C:2]1[C:7]2[N:8]([CH3:12])[C:9]([NH:18][C:17]3[C:19]([CH3:21])=[CH:20][C:14]([Cl:13])=[CH:15][C:16]=3[O:22][CH3:23])=[N:10][C:6]=2[CH:5]=[CH:4][CH:3]=1. (7) Given the reactants Cl[C:2]1[CH:7]=[C:6](Cl)[N:5]=[C:4]([NH:9][CH:10]([CH3:19])[C:11]([NH:13][CH2:14][C:15]([F:18])([F:17])[F:16])=[O:12])[N:3]=1.[CH:20]([N:23]([CH:26]([CH3:28])C)CC)([CH3:22])C.CC1(C)C(C)(C)OB([C:37]2[C:45]3[CH:44]=[N:43][CH:42]=[N:41][C:40]=3[N:39](S(C3C=CC(C)=CC=3)(=O)=O)[CH:38]=2)[O:31]1.[F-:57].[Cs+].[OH2:59], predict the reaction product. The product is: [OH:59][C:14]([C:15]([F:18])([F:16])[F:57])=[O:31].[N:23]1([C:2]2[CH:7]=[C:6]([C:37]3[C:45]4[CH:44]=[N:43][CH:42]=[N:41][C:40]=4[NH:39][CH:38]=3)[N:5]=[C:4]([NH:9][CH:10]([CH3:19])[C:11]([NH:13][CH2:14][C:15]([F:18])([F:17])[F:16])=[O:12])[N:3]=2)[CH2:20][CH2:22][CH2:28][CH2:26]1.